The task is: Predict the reactants needed to synthesize the given product.. This data is from Full USPTO retrosynthesis dataset with 1.9M reactions from patents (1976-2016). Given the product [CH2:1]([O:5][C:6]1[C:15]2[C:10](=[CH:11][C:12]([Cl:17])=[C:13]([Cl:16])[CH:14]=2)[C:9](=[O:18])[N:8]([CH2:19][CH2:20][NH:55][C:58](=[O:60])[O:64][CH3:63])[C:7]=1[CH2:24][N:25]1[C:26](=[O:35])[C:27]2[C:32](=[CH:31][CH:30]=[CH:29][CH:28]=2)[C:33]1=[O:34])[CH2:2][CH2:3][CH3:4], predict the reactants needed to synthesize it. The reactants are: [CH2:1]([O:5][C:6]1[C:15]2[C:10](=[CH:11][C:12]([Cl:17])=[C:13]([Cl:16])[CH:14]=2)[C:9](=[O:18])[N:8]([CH2:19][CH2:20]C(O)=O)[C:7]=1[CH2:24][N:25]1[C:33](=[O:34])[C:32]2[C:27](=[CH:28][CH:29]=[CH:30][CH:31]=2)[C:26]1=[O:35])[CH2:2][CH2:3][CH3:4].C1(P(N=[N+]=[N-])(C2C=CC=CC=2)=O)C=CC=CC=1.C([N:55]([CH2:58]C)CC)C.[OH2:60].CN(C)[CH:63]=[O:64].